From a dataset of Full USPTO retrosynthesis dataset with 1.9M reactions from patents (1976-2016). Predict the reactants needed to synthesize the given product. (1) The reactants are: [H-].[Na+].[Br:3][C:4]1[C:5]([F:24])=[CH:6][C:7]2[C:8]3[CH2:16][N:15]([C:17]([O:19][C:20]([CH3:23])([CH3:22])[CH3:21])=[O:18])[CH2:14][CH2:13][C:9]=3[NH:10][C:11]=2[CH:12]=1.I[CH3:26]. Given the product [Br:3][C:4]1[C:5]([F:24])=[CH:6][C:7]2[C:8]3[CH2:16][N:15]([C:17]([O:19][C:20]([CH3:21])([CH3:23])[CH3:22])=[O:18])[CH2:14][CH2:13][C:9]=3[N:10]([CH3:26])[C:11]=2[CH:12]=1, predict the reactants needed to synthesize it. (2) Given the product [F:47][C:41]1[CH:42]=[CH:43][CH:44]=[C:45]([F:46])[C:40]=1[C:38]1[S:39][C:35]([NH:34][C:32](=[O:33])[O:31][C:27]([CH3:29])([CH3:28])[CH3:30])=[C:36]([C:48](=[O:49])[NH:24][C:8]2[CH:7]=[N:6][N:5]([CH2:4][CH:1]3[CH2:3][CH2:2]3)[C:9]=2[N:10]2[CH2:16][CH2:15][CH2:14][C@@H:13]([NH:17][C:18](=[O:23])[C:19]([F:22])([F:21])[F:20])[CH2:12][CH2:11]2)[N:37]=1, predict the reactants needed to synthesize it. The reactants are: [CH:1]1([CH2:4][N:5]2[C:9]([N:10]3[CH2:16][CH2:15][CH2:14][C@@H:13]([NH:17][C:18](=[O:23])[C:19]([F:22])([F:21])[F:20])[CH2:12][CH2:11]3)=[C:8]([N+:24]([O-])=O)[CH:7]=[N:6]2)[CH2:3][CH2:2]1.[C:27]([O:31][C:32]([NH:34][C:35]1[S:39][C:38]([C:40]2[C:45]([F:46])=[CH:44][CH:43]=[CH:42][C:41]=2[F:47])=[N:37][C:36]=1[C:48](O)=[O:49])=[O:33])([CH3:30])([CH3:29])[CH3:28]. (3) Given the product [F:1][C:2]1[C:3]([O:21][CH3:22])=[C:4]([CH:9]([CH3:20])[CH:10]([CH3:19])[C:11]([C:14]([F:17])([F:15])[F:16])([OH:18])[CH:12]=[N:23][C:24]2[CH:33]=[CH:32][CH:31]=[C:30]3[C:25]=2[CH:26]=[N:27][C:28]([CH3:34])=[N:29]3)[CH:5]=[CH:6][C:7]=1[F:8], predict the reactants needed to synthesize it. The reactants are: [F:1][C:2]1[C:3]([O:21][CH3:22])=[C:4]([CH:9]([CH3:20])[CH:10]([CH3:19])[C:11]([OH:18])([C:14]([F:17])([F:16])[F:15])[CH:12]=O)[CH:5]=[CH:6][C:7]=1[F:8].[NH2:23][C:24]1[CH:33]=[CH:32][CH:31]=[C:30]2[C:25]=1[CH:26]=[N:27][C:28]([CH3:34])=[N:29]2.O. (4) The reactants are: [CH3:1][C:2]1[CH:11]=[CH:10][C:9]2[C:4](=[CH:5][CH:6]=[C:7]([CH3:15])[C:8]=2[N+:12]([O-])=O)[N:3]=1.[NH4+].[Cl-]. Given the product [CH3:1][C:2]1[CH:11]=[CH:10][C:9]2[C:4](=[CH:5][CH:6]=[C:7]([CH3:15])[C:8]=2[NH2:12])[N:3]=1, predict the reactants needed to synthesize it. (5) Given the product [Cl:1][C:2]1[CH:3]=[C:4]([NH:9][C:10]2[C:19]3[C:14](=[CH:15][CH:16]=[C:17]([NH:20][CH2:21][C:22]([N:29]([CH3:30])[CH3:28])=[O:24])[CH:18]=3)[N:13]=[CH:12][C:11]=2[C:25]#[N:26])[CH:5]=[CH:6][C:7]=1[F:8], predict the reactants needed to synthesize it. The reactants are: [Cl:1][C:2]1[CH:3]=[C:4]([NH:9][C:10]2[C:19]3[C:14](=[CH:15][CH:16]=[C:17]([NH:20][CH2:21][C:22]([OH:24])=O)[CH:18]=3)[N:13]=[CH:12][C:11]=2[C:25]#[N:26])[CH:5]=[CH:6][C:7]=1[F:8].Cl.[CH3:28][NH:29][CH3:30].CN([P+](ON1N=NC2C=CC=CC1=2)(N(C)C)N(C)C)C.F[P-](F)(F)(F)(F)F.CN1CCOCC1.